This data is from Forward reaction prediction with 1.9M reactions from USPTO patents (1976-2016). The task is: Predict the product of the given reaction. The product is: [CH3:1][CH2:2][CH2:3][CH2:4][CH2:5][CH2:6][CH2:7][CH2:8][CH2:9][CH2:10][CH2:11][CH2:12][CH2:13][CH2:14][CH2:15][CH2:16][CH2:17][C:18]([O:20][CH2:21][CH:22]([O:23][C:24]([CH2:26][CH2:27][CH2:28][CH2:29][CH2:30][CH2:31][CH2:32][CH2:33][CH2:34][CH2:35][CH2:36][CH2:37][CH2:38][CH2:39][CH2:40][CH2:41][CH3:42])=[O:25])[CH2:43][O:44][C:45]([CH2:47][CH2:48][CH2:49][CH2:50][CH2:51][CH2:52][CH2:53][CH2:54][CH2:55][CH2:56][CH2:57][CH2:58][CH2:59][CH2:60][CH2:61][CH2:62][CH3:63])=[O:46])=[O:19]. Given the reactants [CH3:1][CH2:2][CH2:3][CH2:4][CH2:5][CH2:6][CH2:7][CH2:8]/[CH:9]=[CH:10]\[CH2:11][CH2:12][CH2:13][CH2:14][CH2:15][CH2:16][CH2:17][C:18]([O:20][CH2:21][CH:22]([CH2:43][O:44][C:45]([CH2:47][CH2:48][CH2:49][CH2:50][CH2:51][CH2:52][CH2:53]/[CH:54]=[CH:55]\[CH2:56][CH2:57][CH2:58][CH2:59][CH2:60][CH2:61][CH2:62][CH3:63])=[O:46])[O:23][C:24]([CH2:26][CH2:27][CH2:28][CH2:29][CH2:30][CH2:31][CH2:32]/[CH:33]=[CH:34]\[CH2:35][CH2:36][CH2:37][CH2:38][CH2:39][CH2:40][CH2:41][CH3:42])=[O:25])=[O:19].C(O)(=O)CCCCCCCCCCCCCCC, predict the reaction product.